This data is from NCI-60 drug combinations with 297,098 pairs across 59 cell lines. The task is: Regression. Given two drug SMILES strings and cell line genomic features, predict the synergy score measuring deviation from expected non-interaction effect. (1) Drug 1: C#CCC(CC1=CN=C2C(=N1)C(=NC(=N2)N)N)C3=CC=C(C=C3)C(=O)NC(CCC(=O)O)C(=O)O. Drug 2: CN(CC1=CN=C2C(=N1)C(=NC(=N2)N)N)C3=CC=C(C=C3)C(=O)NC(CCC(=O)O)C(=O)O. Cell line: PC-3. Synergy scores: CSS=65.8, Synergy_ZIP=-0.748, Synergy_Bliss=-2.02, Synergy_Loewe=-2.18, Synergy_HSA=0.731. (2) Drug 1: C1C(C(OC1N2C=C(C(=O)NC2=O)F)CO)O. Drug 2: C(CCl)NC(=O)N(CCCl)N=O. Cell line: HCT-15. Synergy scores: CSS=18.7, Synergy_ZIP=1.33, Synergy_Bliss=-6.15, Synergy_Loewe=-24.7, Synergy_HSA=-3.51. (3) Drug 1: CCC1=CC2CC(C3=C(CN(C2)C1)C4=CC=CC=C4N3)(C5=C(C=C6C(=C5)C78CCN9C7C(C=CC9)(C(C(C8N6C)(C(=O)OC)O)OC(=O)C)CC)OC)C(=O)OC.C(C(C(=O)O)O)(C(=O)O)O. Drug 2: C1=NC2=C(N=C(N=C2N1C3C(C(C(O3)CO)O)F)Cl)N. Cell line: SK-MEL-5. Synergy scores: CSS=38.5, Synergy_ZIP=-1.09, Synergy_Bliss=1.51, Synergy_Loewe=-4.84, Synergy_HSA=4.35. (4) Drug 1: CN1C(=O)N2C=NC(=C2N=N1)C(=O)N. Drug 2: C1=CC=C(C=C1)NC(=O)CCCCCCC(=O)NO. Cell line: OVCAR-5. Synergy scores: CSS=20.9, Synergy_ZIP=-4.00, Synergy_Bliss=-4.76, Synergy_Loewe=-24.8, Synergy_HSA=-12.5. (5) Drug 1: C1=C(C(=O)NC(=O)N1)F. Drug 2: C1CN1P(=S)(N2CC2)N3CC3. Cell line: HCC-2998. Synergy scores: CSS=22.8, Synergy_ZIP=-13.6, Synergy_Bliss=-22.6, Synergy_Loewe=-16.8, Synergy_HSA=-16.7. (6) Synergy scores: CSS=11.6, Synergy_ZIP=-0.512, Synergy_Bliss=3.43, Synergy_Loewe=3.32, Synergy_HSA=3.41. Cell line: MDA-MB-231. Drug 1: CS(=O)(=O)C1=CC(=C(C=C1)C(=O)NC2=CC(=C(C=C2)Cl)C3=CC=CC=N3)Cl. Drug 2: CC12CCC3C(C1CCC2O)C(CC4=C3C=CC(=C4)O)CCCCCCCCCS(=O)CCCC(C(F)(F)F)(F)F. (7) Drug 1: CCC1=CC2CC(C3=C(CN(C2)C1)C4=CC=CC=C4N3)(C5=C(C=C6C(=C5)C78CCN9C7C(C=CC9)(C(C(C8N6C)(C(=O)OC)O)OC(=O)C)CC)OC)C(=O)OC.C(C(C(=O)O)O)(C(=O)O)O. Drug 2: COCCOC1=C(C=C2C(=C1)C(=NC=N2)NC3=CC=CC(=C3)C#C)OCCOC.Cl. Cell line: SN12C. Synergy scores: CSS=41.9, Synergy_ZIP=0.602, Synergy_Bliss=1.35, Synergy_Loewe=-23.1, Synergy_HSA=3.30. (8) Drug 1: C1=NC2=C(N1)C(=S)N=C(N2)N. Drug 2: C1C(C(OC1N2C=NC3=C2NC=NCC3O)CO)O. Cell line: SF-539. Synergy scores: CSS=26.9, Synergy_ZIP=0.0429, Synergy_Bliss=-0.273, Synergy_Loewe=-3.81, Synergy_HSA=0.830.